The task is: Predict which catalyst facilitates the given reaction.. This data is from Catalyst prediction with 721,799 reactions and 888 catalyst types from USPTO. Reactant: [Br:1][C:2]1[S:3][C:4]([C:8]([OH:10])=O)=[C:5]([CH3:7])[N:6]=1.CN1CCOCC1.ClC(OCC(C)C)=O.[N:26]1[CH:31]=[CH:30][CH:29]=[C:28]([CH2:32][NH2:33])[CH:27]=1. Product: [Br:1][C:2]1[S:3][C:4]([C:8]([NH:33][CH2:32][C:28]2[CH:27]=[N:26][CH:31]=[CH:30][CH:29]=2)=[O:10])=[C:5]([CH3:7])[N:6]=1. The catalyst class is: 96.